Dataset: Reaction yield outcomes from USPTO patents with 853,638 reactions. Task: Predict the reaction yield, written as a fraction of the theoretical maximum amount of product (1.0 means a 100% yield; for example, 0.34 means a 34% yield). (1) The reactants are [CH3:1][CH:2]([CH2:4][CH2:5][CH2:6][C@H:7]([C@@H:9]1[C@:27]2([CH3:28])[C@H:12]([C@H:13]3[C@H:24]([CH2:25][CH2:26]2)[C@:22]2([CH3:23])[C:16]([CH2:17][C@H:18]([CH2:20][CH2:21]2)[OH:19])=[CH:15][CH2:14]3)[CH2:11][CH2:10]1)[CH3:8])[CH3:3].C(N(CC)CC)C.[CH3:36][S:37](Cl)(=[O:39])=[O:38]. The catalyst is C(Cl)Cl. The product is [CH3:36][S:37]([O:19][C@H:18]1[CH2:20][CH2:21][C@@:22]2([CH3:23])[C:16](=[CH:15][CH2:14][C@@H:13]3[C@@H:24]2[CH2:25][CH2:26][C@@:27]2([CH3:28])[C@H:12]3[CH2:11][CH2:10][C@@H:9]2[C@H:7]([CH3:8])[CH2:6][CH2:5][CH2:4][CH:2]([CH3:1])[CH3:3])[CH2:17]1)(=[O:39])=[O:38]. The yield is 0.990. (2) The reactants are [Cl:1][C:2]1[CH:13]=[C:12]([Cl:14])[CH:11]=[CH:10][C:3]=1[CH:4]=[C:5]([C:8]#[N:9])[C:6]#[N:7].[C:15]([C:18]1[CH:23]=[CH:22][CH:21]=[CH:20][CH:19]=1)(=O)[CH3:16].C([O-])(=O)C.[NH4+:28].C1(C)C=CC=CC=1. The catalyst is C(OCC)(=O)C. The product is [NH2:9][C:8]1[N:28]=[C:15]([C:18]2[CH:23]=[CH:22][CH:21]=[CH:20][CH:19]=2)[CH:16]=[C:4]([C:3]2[CH:10]=[CH:11][C:12]([Cl:14])=[CH:13][C:2]=2[Cl:1])[C:5]=1[C:6]#[N:7]. The yield is 0.350.